From a dataset of Reaction yield outcomes from USPTO patents with 853,638 reactions. Predict the reaction yield, written as a fraction of the theoretical maximum amount of product (1.0 means a 100% yield; for example, 0.34 means a 34% yield). (1) The reactants are [CH3:1][C:2]1[CH:3]=[CH:4][C:5]2[NH:9][C:8](=[O:10])[NH:7][C:6]=2[CH:11]=1.[N+:12]([O-])([OH:14])=[O:13]. No catalyst specified. The product is [CH3:1][C:2]1[C:3]([N+:12]([O-:14])=[O:13])=[CH:4][C:5]2=[N:9][C:8](=[O:10])[N:7]=[C:6]2[CH:11]=1. The yield is 0.997. (2) The reactants are [NH2:1][S:2]([C:5]1[CH:10]=[CH:9][C:8]([N:11]2[C:15]([C:16]3[CH:21]=[CH:20][C:19]([Cl:22])=[CH:18][CH:17]=3)=[CH:14][C:13]([C:23](O)=[O:24])=[N:12]2)=[CH:7][CH:6]=1)(=[O:4])=[O:3].O1CCCC1.CO. The catalyst is C(OCC)(=O)C. The product is [Cl:22][C:19]1[CH:18]=[CH:17][C:16]([C:15]2[N:11]([C:8]3[CH:7]=[CH:6][C:5]([S:2]([NH2:1])(=[O:4])=[O:3])=[CH:10][CH:9]=3)[N:12]=[C:13]([CH2:23][OH:24])[CH:14]=2)=[CH:21][CH:20]=1. The yield is 0.710.